From a dataset of Full USPTO retrosynthesis dataset with 1.9M reactions from patents (1976-2016). Predict the reactants needed to synthesize the given product. (1) Given the product [Cl:26][C:23]1[CH:22]=[CH:21][C:20]([CH2:19][NH:18][C:15]2[CH:16]=[CH:17][C:12]([C:10]([C:8]3[CH:7]=[CH:6][C:5]([S:62]([CH2:60][CH2:59][CH2:55][CH2:54][CH2:53][CH3:51])=[O:63])=[C:4]([CH:9]=3)[C:3]([OH:2])=[O:28])=[O:11])=[N:13][CH:14]=2)=[CH:25][CH:24]=1, predict the reactants needed to synthesize it. The reactants are: C[O:2][C:3](=[O:28])[C:4]1[CH:9]=[C:8]([C:10]([C:12]2[CH:17]=[CH:16][C:15]([NH:18][CH2:19][C:20]3[CH:25]=[CH:24][C:23]([Cl:26])=[CH:22][CH:21]=3)=[CH:14][N:13]=2)=[O:11])[CH:7]=[CH:6][C:5]=1F.C(S)CCCCC.ClC1C=CC(CNC2C=CC([C:51]([C:53]3[CH:54]=[C:55]([CH:59]=[C:60]([S:62](CCCCCC)=[O:63])C=3)C(O)=O)=O)=NC=2)=CC=1. (2) Given the product [CH3:7][C:2]([S:8][CH2:9][C:10]1[C:15]([O:16][CH3:17])=[CH:14][C:13]([O:18][CH3:19])=[CH:12][C:11]=1[O:20][CH3:21])([CH3:1])[CH2:3][CH2:4][OH:5], predict the reactants needed to synthesize it. The reactants are: [CH3:1][C:2]([S:8][CH2:9][C:10]1[C:15]([O:16][CH3:17])=[CH:14][C:13]([O:18][CH3:19])=[CH:12][C:11]=1[O:20][CH3:21])([CH3:7])[CH2:3][C:4](O)=[O:5].[H-].[Al+3].[Li+].[H-].[H-].[H-]. (3) Given the product [F:14][C:15]1[CH:16]=[CH:17][C:18]2=[C:19]([CH:35]=1)[O:20][CH2:21][C:22]1[CH:32]=[C:31]([CH2:33][N:8]3[C:6]4=[N:7][C:2]([F:1])=[CH:3][CH:4]=[C:5]4[N:10]=[C:9]3[CH2:11][CH2:12][CH3:13])[CH:30]=[CH:29][C:23]=1/[C:24]/2=[C:25](/[CH3:28])\[C:26]#[N:27], predict the reactants needed to synthesize it. The reactants are: [F:1][C:2]1[N:7]=[C:6]2[NH:8][C:9]([CH2:11][CH2:12][CH3:13])=[N:10][C:5]2=[CH:4][CH:3]=1.[F:14][C:15]1[CH:16]=[CH:17][C:18]2=[C:19]([CH:35]=1)[O:20][CH2:21][C:22]1[CH:32]=[C:31]([CH2:33]O)[CH:30]=[CH:29][C:23]=1/[C:24]/2=[C:25](/[CH3:28])\[C:26]#[N:27]. (4) Given the product [F:3][C:4]1[CH:5]=[C:6]([C:11]2[N:12]=[C:13]([CH2:16][CH2:17][C:18]3[N:19]([S:29]([N:32]([CH3:33])[CH3:34])(=[O:30])=[O:31])[CH:20]=[C:21]([CH2:23][C:24]([CH3:27])([CH3:28])[CH2:25][CH3:26])[N:22]=3)[N:14]([CH3:35])[N:15]=2)[CH:7]=[CH:8][C:9]=1[F:10], predict the reactants needed to synthesize it. The reactants are: [H-].[Na+].[F:3][C:4]1[CH:5]=[C:6]([C:11]2[NH:12][C:13]([CH2:16][CH2:17][C:18]3[N:19]([S:29]([N:32]([CH3:34])[CH3:33])(=[O:31])=[O:30])[CH:20]=[C:21]([CH2:23][C:24]([CH3:28])([CH3:27])[CH2:25][CH3:26])[N:22]=3)=[N:14][N:15]=2)[CH:7]=[CH:8][C:9]=1[F:10].[CH3:35]I.